This data is from Forward reaction prediction with 1.9M reactions from USPTO patents (1976-2016). The task is: Predict the product of the given reaction. (1) Given the reactants Cl[C:2]1[S:3][C:4]([CH:7]=[O:8])=[CH:5][N:6]=1.[NH:9]1[CH2:14][CH2:13][NH:12][CH2:11][CH2:10]1.[OH-].[Li+], predict the reaction product. The product is: [N:9]1([C:2]2[S:3][C:4]([CH:7]=[O:8])=[CH:5][N:6]=2)[CH2:14][CH2:13][NH:12][CH2:11][CH2:10]1. (2) Given the reactants [OH:1][C:2]1[CH2:6][O:5][C:4](=[O:7])[C:3]=1[CH3:8].N1C(C)=CC=CC=1C.[S:17](O[S:17]([C:20]([F:23])([F:22])[F:21])(=[O:19])=[O:18])([C:20]([F:23])([F:22])[F:21])(=[O:19])=[O:18], predict the reaction product. The product is: [F:21][C:20]([F:23])([F:22])[S:17]([O:1][C:2]1[CH2:6][O:5][C:4](=[O:7])[C:3]=1[CH3:8])(=[O:19])=[O:18]. (3) Given the reactants [O:1]1[C:5]2[CH2:6][CH2:7][CH2:8][C:9](=[O:10])[C:4]=2[CH:3]=[CH:2]1.[BH4-].[Na+].N1C=CN=C1.[C:18]([Si:22]([CH3:25])([CH3:24])Cl)([CH3:21])([CH3:20])[CH3:19], predict the reaction product. The product is: [C:18]([Si:22]([CH3:25])([CH3:24])[O:10][CH:9]1[C:4]2[CH:3]=[CH:2][O:1][C:5]=2[CH2:6][CH2:7][CH2:8]1)([CH3:21])([CH3:20])[CH3:19]. (4) Given the reactants Cl[C:2]1[C:7]([C:8]([F:11])([F:10])[F:9])=[CH:6][CH:5]=[CH:4][N:3]=1.[CH3:12][O-:13].[Na+], predict the reaction product. The product is: [CH3:12][O:13][C:2]1[C:7]([C:8]([F:11])([F:10])[F:9])=[CH:6][CH:5]=[CH:4][N:3]=1. (5) Given the reactants [Cl:1][C:2]1[CH:7]=[CH:6][C:5]([C@H:8]2[CH2:17][CH2:16][N:15]3[C:10]([NH:11][N:12]=[C:13]([CH2:19][N:20]4C(=O)C5C(=CC=CC=5)C4=O)[C:14]3=[O:18])=[N:9]2)=[CH:4][CH:3]=1.NN, predict the reaction product. The product is: [NH2:20][CH2:19][C:13]1[C:14](=[O:18])[N:15]2[CH2:16][CH2:17][C@H:8]([C:5]3[CH:6]=[CH:7][C:2]([Cl:1])=[CH:3][CH:4]=3)[N:9]=[C:10]2[NH:11][N:12]=1.